Predict the product of the given reaction. From a dataset of Forward reaction prediction with 1.9M reactions from USPTO patents (1976-2016). (1) Given the reactants [CH3:1][C@@H:2]1[O:7][C:6]2[N:8]=[CH:9][C:10]([NH:12][C:13](=[O:19])[O:14][C:15]([CH3:18])([CH3:17])[CH3:16])=[CH:11][C:5]=2[NH:4][C:3]1=O.[H-].[Al+3].[Li+].[H-].[H-].[H-], predict the reaction product. The product is: [CH3:1][C@@H:2]1[O:7][C:6]2[N:8]=[CH:9][C:10]([NH:12][C:13](=[O:19])[O:14][C:15]([CH3:18])([CH3:17])[CH3:16])=[CH:11][C:5]=2[NH:4][CH2:3]1. (2) Given the reactants [Br:1][C:2]1[CH:13]=[C:6]2[C:7]([O:9]C(=O)[NH:11][C:5]2=[CH:4][CH:3]=1)=O.[NH:14]1[CH2:19][CH2:18][O:17][CH2:16][CH2:15]1, predict the reaction product. The product is: [NH2:11][C:5]1[CH:4]=[CH:3][C:2]([Br:1])=[CH:13][C:6]=1[C:7]([N:14]1[CH2:19][CH2:18][O:17][CH2:16][CH2:15]1)=[O:9]. (3) Given the reactants C([O:3][C:4](=O)[CH2:5][C:6](=O)[C:7]1[CH:12]=[CH:11][CH:10]=[CH:9][C:8]=1[O:13][CH2:14][CH:15]1[CH2:19][CH2:18][CH2:17][O:16]1)C.[NH2:22][C:23]([NH2:25])=[S:24].C([O-])([O-])=O.[K+].[K+].Cl, predict the reaction product. The product is: [O:16]1[CH2:17][CH2:18][CH2:19][CH:15]1[CH2:14][O:13][C:8]1[CH:9]=[CH:10][CH:11]=[CH:12][C:7]=1[C:6]1[NH:25][C:23](=[S:24])[NH:22][C:4](=[O:3])[CH:5]=1. (4) Given the reactants [S-:1][C:2]#[N:3].[NH4+].Br[CH2:6][CH2:7][C:8]([F:12])=[C:9]([F:11])[F:10], predict the reaction product. The product is: [F:12][C:8](=[C:9]([F:11])[F:10])[CH2:7][CH2:6][S:1][C:2]#[N:3]. (5) The product is: [CH3:1][O:2][C:3](=[O:25])[C@@H:4]([NH:14][C:15]([O:17][CH2:18][C:19]1[CH:20]=[CH:21][CH:22]=[CH:23][CH:24]=1)=[O:16])[CH2:5][C:6]1[C:11]([F:12])=[CH:10][CH:9]=[CH:8][C:7]=1[F:13]. Given the reactants [CH3:1][O:2][C:3](=[O:25])[C:4]([NH:14][C:15]([O:17][CH2:18][C:19]1[CH:24]=[CH:23][CH:22]=[CH:21][CH:20]=1)=[O:16])=[CH:5][C:6]1[C:11]([F:12])=[CH:10][CH:9]=[CH:8][C:7]=1[F:13], predict the reaction product.